Dataset: Full USPTO retrosynthesis dataset with 1.9M reactions from patents (1976-2016). Task: Predict the reactants needed to synthesize the given product. (1) Given the product [C:10]1([C:2]2[N:7]=[C:6]([CH:8]=[O:9])[CH:5]=[CH:4][CH:3]=2)[CH:15]=[CH:14][CH:13]=[CH:12][CH:11]=1, predict the reactants needed to synthesize it. The reactants are: Br[C:2]1[N:7]=[C:6]([CH:8]=[O:9])[CH:5]=[CH:4][CH:3]=1.[C:10]1(B(O)O)[CH:15]=[CH:14][CH:13]=[CH:12][CH:11]=1.[F-].[Cs+]. (2) Given the product [CH3:1][O:2][C:3](=[O:17])[NH:4][C:5]1[S:6][C:7]([CH:10]2[CH2:15][CH2:14][CH:13]([N:18]3[CH2:21][CH:20]([NH:22][C:23](=[O:24])[CH2:25][NH:26][C:27](=[O:38])[C:28]4[CH:33]=[CH:32][CH:31]=[C:30]([C:34]([F:36])([F:37])[F:35])[CH:29]=4)[CH2:19]3)[CH2:12][CH2:11]2)=[CH:8][N:9]=1, predict the reactants needed to synthesize it. The reactants are: [CH3:1][O:2][C:3](=[O:17])[NH:4][C:5]1[S:6][C:7]([CH:10]2[CH2:15][CH2:14][C:13](=O)[CH2:12][CH2:11]2)=[CH:8][N:9]=1.[NH:18]1[CH2:21][CH:20]([NH:22][C:23]([CH2:25][NH:26][C:27](=[O:38])[C:28]2[CH:33]=[CH:32][CH:31]=[C:30]([C:34]([F:37])([F:36])[F:35])[CH:29]=2)=[O:24])[CH2:19]1. (3) Given the product [C:29]([C:26]1([C:22]2[CH:21]=[C:20]([CH:25]=[CH:24][CH:23]=2)[C:19]([NH:18][C:14]2[CH:13]=[C:12]([CH:17]=[CH:16][CH:15]=2)[O:11][C:9]2[CH:8]=[CH:7][C:5]3[N:6]=[C:2]([NH:1][C:37]([C:35]4[N:34]=[CH:33][O:32][CH:36]=4)=[O:38])[S:3][C:4]=3[CH:10]=2)=[O:31])[CH2:27][CH2:28]1)#[N:30], predict the reactants needed to synthesize it. The reactants are: [NH2:1][C:2]1[S:3][C:4]2[CH:10]=[C:9]([O:11][C:12]3[CH:13]=[C:14]([NH:18][C:19](=[O:31])[C:20]4[CH:25]=[CH:24][CH:23]=[C:22]([C:26]5([C:29]#[N:30])[CH2:28][CH2:27]5)[CH:21]=4)[CH:15]=[CH:16][CH:17]=3)[CH:8]=[CH:7][C:5]=2[N:6]=1.[O:32]1[CH:36]=[C:35]([C:37](O)=[O:38])[N:34]=[CH:33]1.Cl.C(N=C=NCCCN(C)C)C.[OH-].[Na+]. (4) The reactants are: COC[O:4][C:5]1[C:14]2[C:9](=[CH:10][CH:11]=[CH:12][CH:13]=2)[CH:8]=[C:7]([C:15]([F:18])([F:17])[F:16])[C:6]=1[C:19]1[CH:24]=[CH:23][C:22]([O:25][CH2:26][C:27]2[CH:32]=[CH:31][CH:30]=[CH:29][CH:28]=2)=[CH:21][CH:20]=1.Cl. Given the product [C:27]1([CH2:26][O:25][C:22]2[CH:23]=[CH:24][C:19]([C:6]3[C:7]([C:15]([F:17])([F:18])[F:16])=[CH:8][C:9]4[C:14](=[CH:13][CH:12]=[CH:11][CH:10]=4)[C:5]=3[OH:4])=[CH:20][CH:21]=2)[CH:32]=[CH:31][CH:30]=[CH:29][CH:28]=1, predict the reactants needed to synthesize it.